The task is: Predict the reactants needed to synthesize the given product.. This data is from Full USPTO retrosynthesis dataset with 1.9M reactions from patents (1976-2016). (1) Given the product [CH2:15]([N:22]1[C:34]2[C:33]3[CH:32]=[C:31]([O:35][CH3:36])[C:30]([C:37]4[C:38]([CH3:43])=[N:39][O:40][C:41]=4[CH3:42])=[CH:29][C:28]=3[N:27]=[C:26]([CH2:44][NH:49][CH2:47][CH3:48])[C:25]=2[O:24][C:23]1=[O:46])[C:16]1[CH:17]=[CH:18][CH:19]=[CH:20][CH:21]=1, predict the reactants needed to synthesize it. The reactants are: [BH-](OC(C)=O)(OC(C)=O)OC(C)=O.[Na+].[CH2:15]([N:22]1[C:34]2[C:33]3[CH:32]=[C:31]([O:35][CH3:36])[C:30]([C:37]4[C:38]([CH3:43])=[N:39][O:40][C:41]=4[CH3:42])=[CH:29][C:28]=3[N:27]=[C:26]([CH:44]=O)[C:25]=2[O:24][C:23]1=[O:46])[C:16]1[CH:21]=[CH:20][CH:19]=[CH:18][CH:17]=1.[CH2:47]([NH2:49])[CH3:48].C([O-])(O)=O.[Na+]. (2) The reactants are: [Br:1][C:2]1[CH:9]=[C:6]([CH:7]=O)[C:5]([OH:10])=[CH:4][CH:3]=1.[CH3:11][O:12][C:13]1[CH:26]=[CH:25][C:16]([CH2:17][S:18]([CH2:21][C:22](O)=[O:23])(=[O:20])=[O:19])=[CH:15][CH:14]=1. Given the product [CH3:11][O:12][C:13]1[CH:14]=[CH:15][C:16]([CH2:17][S:18]([C:21]2[C:22](=[O:23])[O:10][C:5]3[C:6]([CH:7]=2)=[CH:9][C:2]([Br:1])=[CH:3][CH:4]=3)(=[O:19])=[O:20])=[CH:25][CH:26]=1, predict the reactants needed to synthesize it. (3) Given the product [C:15]([C:14]1[C:13]([N+:10]([O-:12])=[O:11])=[CH:20][CH:19]=[CH:18][C:17]=1[O:1][CH2:2][C:3]([CH3:9])([CH3:8])[C:4]([NH:6][CH3:7])=[O:5])#[N:16], predict the reactants needed to synthesize it. The reactants are: [OH:1][CH2:2][C:3]([CH3:9])([CH3:8])[C:4]([NH:6][CH3:7])=[O:5].[N+:10]([C:13]1[CH:20]=[CH:19][CH:18]=[C:17]([N+]([O-])=O)[C:14]=1[C:15]#[N:16])([O-:12])=[O:11]. (4) Given the product [Si:22]([O:12][C:7]1[CH:8]=[C:9]2[C:4](=[CH:5][CH:6]=1)[N:3]=[C:2]([CH3:1])[CH:11]=[CH:10]2)([C:19]([CH3:21])([CH3:20])[CH3:18])([CH3:24])[CH3:23], predict the reactants needed to synthesize it. The reactants are: [CH3:1][C:2]1[CH:11]=[CH:10][C:9]2[C:4](=[CH:5][CH:6]=[C:7]([OH:12])[CH:8]=2)[N:3]=1.N1C=CN=C1.[CH3:18][C:19]([Si:22](Cl)([CH3:24])[CH3:23])([CH3:21])[CH3:20]. (5) Given the product [Cl:5][C:6]1[CH:18]=[CH:17][C:9]([CH2:10][NH:11][C:12]([CH:14]2[CH2:16][CH2:15]2)=[O:13])=[CH:8][C:7]=1[CH2:19][NH:4][CH:1]1[CH2:3][CH2:2]1, predict the reactants needed to synthesize it. The reactants are: [CH:1]1([NH2:4])[CH2:3][CH2:2]1.[Cl:5][C:6]1[CH:18]=[CH:17][C:9]([CH2:10][NH:11][C:12]([CH:14]2[CH2:16][CH2:15]2)=[O:13])=[CH:8][C:7]=1[CH:19]=O.[BH4-].[Na+].[OH-].[Na+]. (6) Given the product [OH:35][C:34]1[C:33]([CH3:36])=[CH:32][C:29]([CH2:30][NH:1][C:2]2[NH:6][N:5]=[C:4]([NH:7][C:8]3[CH:13]=[CH:12][C:11]([N:14]4[CH2:19][CH2:18][CH:17]([CH:20]([CH3:22])[CH3:21])[CH2:16][CH2:15]4)=[CH:10][CH:9]=3)[C:3]=2[C:23]([NH2:25])=[O:24])=[CH:28][C:27]=1[CH3:26], predict the reactants needed to synthesize it. The reactants are: [NH2:1][C:2]1[NH:6][N:5]=[C:4]([NH:7][C:8]2[CH:13]=[CH:12][C:11]([N:14]3[CH2:19][CH2:18][CH:17]([CH:20]([CH3:22])[CH3:21])[CH2:16][CH2:15]3)=[CH:10][CH:9]=2)[C:3]=1[C:23]([NH2:25])=[O:24].[CH3:26][C:27]1[CH:28]=[C:29]([CH:32]=[C:33]([CH3:36])[C:34]=1[OH:35])[CH:30]=O.CN(C=O)C.[BH4-].[Na+]. (7) The reactants are: [CH3:1][C:2]1([C:7]2[O:11][C:10]([CH2:12][N:13]3[CH:17]=[C:16]([NH2:18])[CH:15]=[N:14]3)=[CH:9][CH:8]=2)[O:6]CCO1.[Cl:19][C:20]1[CH:21]=[C:22]([C:26]2[S:30][CH:29]=[N:28][C:27]=2[C:31](O)=[O:32])[CH:23]=[CH:24][CH:25]=1. Given the product [C:2]([C:7]1[O:11][C:10]([CH2:12][N:13]2[CH:17]=[C:16]([NH:18][C:31]([C:27]3[N:28]=[CH:29][S:30][C:26]=3[C:22]3[CH:23]=[CH:24][CH:25]=[C:20]([Cl:19])[CH:21]=3)=[O:32])[CH:15]=[N:14]2)=[CH:9][CH:8]=1)(=[O:6])[CH3:1], predict the reactants needed to synthesize it. (8) Given the product [O:1]=[C:2]1[C:11]2[C:6](=[CH:7][CH:8]=[CH:9][CH:10]=2)[NH:5][C:4]2[N:12]([C:19]3[CH:24]=[CH:23][CH:22]=[CH:21][N:20]=3)[N:13]=[C:14]([CH2:15][C:16]([NH2:32])=[O:17])[C:3]1=2, predict the reactants needed to synthesize it. The reactants are: [O:1]=[C:2]1[C:11]2[C:6](=[CH:7][CH:8]=[CH:9][CH:10]=2)[NH:5][C:4]2[N:12]([C:19]3[CH:24]=[CH:23][CH:22]=[CH:21][N:20]=3)[N:13]=[C:14]([CH2:15][C:16](O)=[O:17])[C:3]1=2.O1CCCC1.C(N1C=CN=C1)([N:32]1C=CN=C1)=O.N. (9) Given the product [CH3:13][O:12][C:11]1[CH:10]=[CH:9][C:8]2[NH:7][C:6](=[O:14])[C:5]3[S:15][CH:16]=[CH:17][C:4]=3[C:3]=2[C:2]=1[C:26]1[CH:25]=[CH:24][C:23]([S:20]([N:19]([CH3:38])[CH3:18])(=[O:21])=[O:22])=[CH:28][CH:27]=1, predict the reactants needed to synthesize it. The reactants are: Br[C:2]1[C:3]2[C:4]3[CH:17]=[CH:16][S:15][C:5]=3[C:6](=[O:14])[NH:7][C:8]=2[CH:9]=[CH:10][C:11]=1[O:12][CH3:13].[CH3:18][N:19]([CH3:38])[S:20]([C:23]1[CH:28]=[CH:27][C:26](B2OC(C)(C)C(C)(C)O2)=[CH:25][CH:24]=1)(=[O:22])=[O:21].